From a dataset of Forward reaction prediction with 1.9M reactions from USPTO patents (1976-2016). Predict the product of the given reaction. (1) Given the reactants C([Li])CCC.Br[C:7]1[CH:20]=[C:19]2[C:10]([CH:11]=[C:12]3[C:17](=[CH:18]2)[CH:16]=[CH:15][CH:14]=[CH:13]3)=[C:9]2[CH:21]=[CH:22][CH:23]=[CH:24][C:8]=12.[B:25](OC)([O:28]C)[O:26]C.O, predict the reaction product. The product is: [CH:14]1[C:15]2[C:20]3[C:19]([CH:18]=[C:17]([B:25]([OH:28])[OH:26])[C:16]=2[CH:11]=[CH:12][CH:13]=1)=[CH:10][C:9]1[C:8](=[CH:24][CH:23]=[CH:22][CH:21]=1)[CH:7]=3. (2) Given the reactants I[C:2]1[CH:8]=[CH:7][C:5]([NH2:6])=[CH:4][CH:3]=1.O.[F:10][C:11]([F:22])([F:21])[C:12]1[CH:13]=[C:14](B(O)O)[CH:15]=[CH:16][CH:17]=1.C(=O)([O-])[O-].[Na+].[Na+], predict the reaction product. The product is: [F:10][C:11]([F:22])([F:21])[C:12]1[CH:17]=[C:16]([C:2]2[CH:8]=[CH:7][C:5]([NH2:6])=[CH:4][CH:3]=2)[CH:15]=[CH:14][CH:13]=1. (3) The product is: [CH2:8]([CH:11]1[CH2:17][CH2:16][CH:15]([C:18]2[CH:23]=[CH:22][CH:21]=[C:20]([F:24])[C:19]=2[F:25])[CH2:14][NH:13][C:12]1=[O:37])[CH:9]=[CH2:10]. Given the reactants FC(F)(F)C(O)=O.[CH2:8]([C@@H:11]1[CH2:17][CH2:16][C@@H:15]([C:18]2[CH:23]=[CH:22][CH:21]=[C:20]([F:24])[C:19]=2[F:25])[CH2:14][N:13](CC2C=CC(OC)=CC=2OC)[C:12]1=[O:37])[CH:9]=[CH2:10].C([C@H]1CC[C@H](C2C=CC=C(F)C=2F)CN(CC2C=CC(OC)=CC=2OC)C1=O)C=C, predict the reaction product. (4) Given the reactants [NH:1]1[CH2:6][CH2:5][O:4][CH2:3][CH2:2]1.C1COCC1.[F:12][C:13]([F:54])([F:53])[C:14]1[CH:15]=[C:16]([C@H:24]2[O:28][C:27](=[O:29])[N:26]([CH2:30][C:31]3[C:36]([C:37]4[C:38]([O:46][CH3:47])=[N:39][CH:40]=[C:41]([CH:43]([CH3:45])[CH3:44])[CH:42]=4)=[CH:35][N:34]=[C:33](S(C)(=O)=O)[N:32]=3)[C@H:25]2[CH3:52])[CH:17]=[C:18]([C:20]([F:23])([F:22])[F:21])[CH:19]=1.C(#N)C.O, predict the reaction product. The product is: [F:22][C:20]([F:21])([F:23])[C:18]1[CH:17]=[C:16]([C@H:24]2[O:28][C:27](=[O:29])[N:26]([CH2:30][C:31]3[C:36]([C:37]4[C:38]([O:46][CH3:47])=[N:39][CH:40]=[C:41]([CH:43]([CH3:45])[CH3:44])[CH:42]=4)=[CH:35][N:34]=[C:33]([N:1]4[CH2:6][CH2:5][O:4][CH2:3][CH2:2]4)[N:32]=3)[C@H:25]2[CH3:52])[CH:15]=[C:14]([C:13]([F:12])([F:54])[F:53])[CH:19]=1.